Task: Predict which catalyst facilitates the given reaction.. Dataset: Catalyst prediction with 721,799 reactions and 888 catalyst types from USPTO (1) Reactant: C(O[C:6]([N:8]1[CH2:13][CH2:12][NH:11][CH2:10][CH2:9]1)=[O:7])(C)(C)C.C(N(C(C)C)CC)(C)C.[CH3:23][C:24]1[C:28](C(Cl)=O)=[C:27]([CH3:32])[O:26][N:25]=1. Product: [CH3:23][C:24]1[C:28]([C:6]([N:8]2[CH2:9][CH2:10][NH:11][CH2:12][CH2:13]2)=[O:7])=[C:27]([CH3:32])[O:26][N:25]=1. The catalyst class is: 2. (2) Reactant: [NH2:1][C:2]1[CH:3]=[CH:4][C:5]([O:13][CH:14]([C:21]2[CH:26]=[CH:25][CH:24]=[CH:23][CH:22]=2)[C:15]2[CH:20]=[CH:19][CH:18]=[CH:17][CH:16]=2)=[C:6]([C:8](=O)[CH:9]([CH3:11])[CH3:10])[CH:7]=1.C([N:30]([CH:33]([CH3:35])[CH3:34])[CH2:31]C)(C)C.[CH2:50]1C(=O)N(OC(ON2[C:52](=[O:53])[CH2:51][CH2:50]C2=O)=O)[C:52](=[O:53])[CH2:51]1.[OH2:54]. Product: [CH:14]([O:13][C:5]1[CH:4]=[CH:3][C:2]([NH:1][C:31]([NH:30][C:33]2[CH:34]=[CH:50][C:51]3[O:13][CH2:5][CH2:4][CH2:3][O:53][C:52]=3[CH:35]=2)=[O:54])=[CH:7][C:6]=1[CH2:8][CH:9]([CH3:10])[CH3:11])([C:15]1[CH:20]=[CH:19][CH:18]=[CH:17][CH:16]=1)[C:21]1[CH:26]=[CH:25][CH:24]=[CH:23][CH:22]=1. The catalyst class is: 10. (3) Reactant: Cl.[Cl:2][C:3]1[CH:4]=[C:5]2[C:11]([C:12]3[N:17]=[C:16]([NH:18][C@H:19]4[CH2:24][CH2:23][CH2:22][NH:21][CH2:20]4)[C:15]([F:25])=[CH:14][N:13]=3)=[CH:10][NH:9][C:6]2=[N:7][CH:8]=1.ClC1C=C2C(C3N=C(N[C@H]4CCCNC4)C(F)=CN=3)=CNC2=NC=1.C(N(C(C)C)CC)(C)C.[CH:59]1([C:63](Cl)=[O:64])[CH2:62][CH2:61][CH2:60]1. Product: [Cl:2][C:3]1[CH:4]=[C:5]2[C:11]([C:12]3[N:17]=[C:16]([NH:18][C@H:19]4[CH2:24][CH2:23][CH2:22][N:21]([C:63]([CH:59]5[CH2:62][CH2:61][CH2:60]5)=[O:64])[CH2:20]4)[C:15]([F:25])=[CH:14][N:13]=3)=[CH:10][NH:9][C:6]2=[N:7][CH:8]=1. The catalyst class is: 59. (4) Reactant: [C:1]([O:5][C:6]([NH:8][C@H:9]1[CH2:13][CH2:12][N:11]([S:14]([C:17]2[C:18]3[C:19]([CH:27]=[CH2:28])=[CH:20][N:21]=[CH:22][C:23]=3[CH:24]=[CH:25][CH:26]=2)(=[O:16])=[O:15])[CH2:10]1)=[O:7])([CH3:4])([CH3:3])[CH3:2]. Product: [C:1]([O:5][C:6]([NH:8][C@H:9]1[CH2:13][CH2:12][N:11]([S:14]([C:17]2[C:18]3[C:19]([CH2:27][CH3:28])=[CH:20][N:21]=[CH:22][C:23]=3[CH:24]=[CH:25][CH:26]=2)(=[O:16])=[O:15])[CH2:10]1)=[O:7])([CH3:4])([CH3:3])[CH3:2]. The catalyst class is: 29.